This data is from Full USPTO retrosynthesis dataset with 1.9M reactions from patents (1976-2016). The task is: Predict the reactants needed to synthesize the given product. (1) Given the product [NH2:10][C:5]1[C:4]([CH3:14])=[CH:3][C:2]([Cl:1])=[CH:13][C:6]=1[C:7]([N:28]=[S:21]([CH3:20])[CH2:22][CH2:23][Si:24]([CH3:27])([CH3:26])[CH3:25])=[O:12], predict the reactants needed to synthesize it. The reactants are: [Cl:1][C:2]1[CH:3]=[C:4]([CH3:14])[C:5]2[NH:10]C(=O)O[C:7](=[O:12])[C:6]=2[CH:13]=1.S([O-])([O-])(=O)=O.[CH3:20][S:21](=[NH2+:28])[CH2:22][CH2:23][Si:24]([CH3:27])([CH3:26])[CH3:25].[CH3:20][S:21](=[NH2+:28])[CH2:22][CH2:23][Si:24]([CH3:27])([CH3:26])[CH3:25].C(N(CC)CC)C. (2) Given the product [CH2:1]([C:4]1[CH:5]=[CH:6][C:7]([C:8]([OH:14])=[O:9])=[CH:10][CH:11]=1)[C:2]#[CH:3], predict the reactants needed to synthesize it. The reactants are: [CH2:1]([C:4]1[CH:11]=[CH:10][C:7]([CH:8]=[O:9])=[CH:6][CH:5]=1)[C:2]#[CH:3].O.Cl([O-])=[O:14].[Na+]. (3) Given the product [C:43]([C:37]1[N:36]=[CH:35][C:34]([C:14]2[N:13]([C:11]([N:8]3[CH2:7][CH2:6][CH:5]([C:3]([OH:4])=[O:2])[CH2:10][CH2:9]3)=[O:12])[C@@:17]([C:19]3[CH:24]=[CH:23][C:22]([Cl:25])=[CH:21][CH:20]=3)([CH3:18])[C@@:16]([C:27]3[CH:32]=[CH:31][C:30]([Cl:33])=[CH:29][CH:28]=3)([CH3:26])[N:15]=2)=[C:39]([O:40][CH2:41][CH3:42])[CH:38]=1)([CH3:44])([CH3:45])[CH3:46], predict the reactants needed to synthesize it. The reactants are: C[O:2][C:3]([CH:5]1[CH2:10][CH2:9][N:8]([C:11]([N:13]2[C@@:17]([C:19]3[CH:24]=[CH:23][C:22]([Cl:25])=[CH:21][CH:20]=3)([CH3:18])[C@@:16]([C:27]3[CH:32]=[CH:31][C:30]([Cl:33])=[CH:29][CH:28]=3)([CH3:26])[N:15]=[C:14]2[C:34]2[CH:35]=[N:36][C:37]([C:43]([CH3:46])([CH3:45])[CH3:44])=[CH:38][C:39]=2[O:40][CH2:41][CH3:42])=[O:12])[CH2:7][CH2:6]1)=[O:4].O.[OH-].[Li+].Cl.